This data is from Forward reaction prediction with 1.9M reactions from USPTO patents (1976-2016). The task is: Predict the product of the given reaction. (1) Given the reactants C[N:2]1[CH:6]=[C:5]([C:7]2[CH:12]=[CH:11][N:10]=[CH:9][CH:8]=2)[C:4]([C:13]2[CH:14]=[CH:15][C:16]([C:19]#[C:20][Si](C)(C)C)=[N:17][CH:18]=2)=[N:3]1, predict the reaction product. The product is: [C:19]([C:16]1[CH:15]=[CH:14][C:13]([C:4]2[C:5]([C:7]3[CH:12]=[CH:11][N:10]=[CH:9][CH:8]=3)=[CH:6][NH:2][N:3]=2)=[CH:18][N:17]=1)#[CH:20]. (2) Given the reactants [Br:1][C:2]1[C:11]([CH:12]([CH2:39]O)[CH2:13][N:14]2[CH2:19][CH2:18][CH:17]([N:20]([CH2:28][C:29]3[N:34]=[CH:33][C:32]4[O:35][CH2:36][CH2:37][O:38][C:31]=4[CH:30]=3)[C:21](=[O:27])[O:22][C:23]([CH3:26])([CH3:25])[CH3:24])[CH2:16][CH2:15]2)=[C:10]2[C:5]([CH:6]=[CH:7][C:8]([O:41]C)=[N:9]2)=[CH:4][CH:3]=1.C(N(C(C)C)CC)(C)C.CS(OS(C)(=O)=O)(=O)=O, predict the reaction product. The product is: [Br:1][C:2]1[C:11]2[CH:12]([CH2:13][N:14]3[CH2:19][CH2:18][CH:17]([N:20]([CH2:28][C:29]4[N:34]=[CH:33][C:32]5[O:35][CH2:36][CH2:37][O:38][C:31]=5[CH:30]=4)[C:21](=[O:27])[O:22][C:23]([CH3:25])([CH3:26])[CH3:24])[CH2:16][CH2:15]3)[CH2:39][N:9]3[C:10]=2[C:5]([CH:6]=[CH:7][C:8]3=[O:41])=[CH:4][CH:3]=1. (3) Given the reactants [O:1]([CH2:9][CH:10]1[CH2:13][CH:12]([OH:14])[CH2:11]1)[Si:2]([C:5]([CH3:8])([CH3:7])[CH3:6])([CH3:4])[CH3:3].[O:15]1[CH:20]=[CH:19][CH2:18][CH2:17][CH2:16]1, predict the reaction product. The product is: [C:5]([Si:2]([CH3:4])([CH3:3])[O:1][CH2:9][CH:10]1[CH2:11][CH:12]([O:14][CH:16]2[CH2:17][CH2:18][CH2:19][CH2:20][O:15]2)[CH2:13]1)([CH3:8])([CH3:7])[CH3:6]. (4) Given the reactants [Cl:1][C:2]1[C:3]([O:12][C:13]2[CH:18]=[C:17]([OH:19])[CH:16]=[CH:15][C:14]=2/[CH:20]=[C:21](\[CH3:27])/[C:22]([O:24][CH2:25][CH3:26])=[O:23])=[N:4][CH:5]=[C:6]([C:8]([F:11])([F:10])[F:9])[CH:7]=1.CN(C)C=O.C(=O)([O-])[O-].[K+].[K+].[CH:39](I)([CH3:41])[CH3:40], predict the reaction product. The product is: [Cl:1][C:2]1[C:3]([O:12][C:13]2[CH:18]=[C:17]([O:19][CH:39]([CH3:41])[CH3:40])[CH:16]=[CH:15][C:14]=2/[CH:20]=[C:21](\[CH3:27])/[C:22]([O:24][CH2:25][CH3:26])=[O:23])=[N:4][CH:5]=[C:6]([C:8]([F:9])([F:11])[F:10])[CH:7]=1. (5) Given the reactants [OH:1][C:2]1[CH:11]=[CH:10][C:9]2[N:8]=[C:7]([CH3:12])[CH:6]=[N:5][C:4]=2[C:3]=1[C:13]([OH:15])=O.Cl.[CH2:17]([O:19][C:20](=[O:23])[CH2:21][NH2:22])[CH3:18].C(N(CC)CC)C.C1CN([P+](ON2N=NC3C=CC=CC2=3)(N2CCCC2)N2CCCC2)CC1.F[P-](F)(F)(F)(F)F, predict the reaction product. The product is: [OH:1][C:2]1[C:3]([C:13]([NH:22][CH2:21][C:20]([O:19][CH2:17][CH3:18])=[O:23])=[O:15])=[C:4]2[C:9](=[CH:10][CH:11]=1)[N:8]=[C:7]([CH3:12])[CH:6]=[N:5]2.